Dataset: Reaction yield outcomes from USPTO patents with 853,638 reactions. Task: Predict the reaction yield, written as a fraction of the theoretical maximum amount of product (1.0 means a 100% yield; for example, 0.34 means a 34% yield). The reactants are [CH2:1]([C:3]1[NH:4][C:5](=[O:27])[C:6]([CH2:12][C:13]2[CH:18]=[CH:17][C:16]([C:19]3[C:20]([C:25]#[N:26])=[CH:21][CH:22]=[CH:23][CH:24]=3)=[CH:15][CH:14]=2)=[C:7]([CH2:9][CH2:10][CH3:11])[N:8]=1)[CH3:2].[CH3:28][C:29]([CH3:42])([CH3:41])[CH2:30][O:31][C:32]1[N:37]=[CH:36][C:35](B(O)O)=[CH:34][CH:33]=1.N1C=CC=CC=1.C(N(CC)CC)C. The catalyst is C([O-])(=O)C.[Cu+2].C([O-])(=O)C.C(OCC)(=O)C.C(Cl)Cl. The product is [CH3:28][C:29]([CH3:42])([CH3:41])[CH2:30][O:31][C:32]1[N:37]=[CH:36][C:35]([N:4]2[C:5](=[O:27])[C:6]([CH2:12][C:13]3[CH:18]=[CH:17][C:16]([C:19]4[C:20]([C:25]#[N:26])=[CH:21][CH:22]=[CH:23][CH:24]=4)=[CH:15][CH:14]=3)=[C:7]([CH2:9][CH2:10][CH3:11])[N:8]=[C:3]2[CH2:1][CH3:2])=[CH:34][CH:33]=1. The yield is 0.120.